Dataset: Peptide-MHC class II binding affinity with 134,281 pairs from IEDB. Task: Regression. Given a peptide amino acid sequence and an MHC pseudo amino acid sequence, predict their binding affinity value. This is MHC class II binding data. (1) The peptide sequence is PISVTAPPPQLPRPP. The MHC is DRB1_1302 with pseudo-sequence DRB1_1302. The binding affinity (normalized) is 0.384. (2) The peptide sequence is TSLVRLVYILSKQNQQH. The MHC is DRB1_0301 with pseudo-sequence DRB1_0301. The binding affinity (normalized) is 0.235. (3) The peptide sequence is GNGWMIKETACLSKA. The MHC is HLA-DQA10201-DQB10303 with pseudo-sequence HLA-DQA10201-DQB10303. The binding affinity (normalized) is 0.456. (4) The peptide sequence is TLWQRPVVTIKIGGQLREAL. The MHC is DRB4_0101 with pseudo-sequence DRB4_0103. The binding affinity (normalized) is 0.328. (5) The peptide sequence is AAATAGTTVYGGFAA. The MHC is HLA-DQA10102-DQB10602 with pseudo-sequence HLA-DQA10102-DQB10602. The binding affinity (normalized) is 0.718. (6) The peptide sequence is LLVLAGWLFHVRGAR. The MHC is DRB3_0301 with pseudo-sequence DRB3_0301. The binding affinity (normalized) is 0.289. (7) The peptide sequence is EFSNFKVAFSRSLND. The MHC is DRB4_0101 with pseudo-sequence DRB4_0103. The binding affinity (normalized) is 0.330. (8) The binding affinity (normalized) is 0.637. The peptide sequence is LADKRPTAWFLPSIR. The MHC is HLA-DQA10501-DQB10402 with pseudo-sequence HLA-DQA10501-DQB10402. (9) The peptide sequence is NLARTISEAGQAMAS. The MHC is HLA-DQA10501-DQB10201 with pseudo-sequence HLA-DQA10501-DQB10201. The binding affinity (normalized) is 0.0876. (10) The peptide sequence is GEALSTLVLNRLKVG. The MHC is DRB5_0101 with pseudo-sequence DRB5_0101. The binding affinity (normalized) is 0.646.